From a dataset of Peptide-MHC class II binding affinity with 134,281 pairs from IEDB. Regression. Given a peptide amino acid sequence and an MHC pseudo amino acid sequence, predict their binding affinity value. This is MHC class II binding data. (1) The peptide sequence is HTVMPLSAPTLVPQE. The MHC is DRB1_0301 with pseudo-sequence DRB1_0301. The binding affinity (normalized) is 0.0379. (2) The peptide sequence is DESWQQFRQELIPLL. The MHC is HLA-DPA10201-DPB10101 with pseudo-sequence HLA-DPA10201-DPB10101. The binding affinity (normalized) is 0.485. (3) The binding affinity (normalized) is 0.629. The MHC is DRB1_0802 with pseudo-sequence DRB1_0802. The peptide sequence is NPMTVFWSKMAQSMT. (4) The peptide sequence is SIGSLCADARMY. The MHC is DRB5_0101 with pseudo-sequence DRB5_0101. The binding affinity (normalized) is 0. (5) The peptide sequence is GGRLAFQEFMIVPCE. The MHC is HLA-DQA10201-DQB10202 with pseudo-sequence HLA-DQA10201-DQB10202. The binding affinity (normalized) is 0.0411. (6) The peptide sequence is EKKYFAATQFEPLAH. The MHC is HLA-DPA10301-DPB10402 with pseudo-sequence HLA-DPA10301-DPB10402. The binding affinity (normalized) is 0.858.